This data is from Catalyst prediction with 721,799 reactions and 888 catalyst types from USPTO. The task is: Predict which catalyst facilitates the given reaction. Reactant: [NH2:1][C:2]1[CH:7]=[CH:6][C:5]([NH:8][C:9]([NH:11][C:12]2[CH:17]=[CH:16][C:15]([N+:18]([O-:20])=[O:19])=[CH:14][CH:13]=2)=[O:10])=[CH:4][CH:3]=1.[Cl:21][C:22]1[CH:23]=[C:24]([S:29](Cl)(=[O:31])=[O:30])[CH:25]=[CH:26][C:27]=1[Cl:28]. Product: [Cl:21][C:22]1[CH:23]=[C:24]([S:29]([NH:1][C:2]2[CH:7]=[CH:6][C:5]([NH:8][C:9]([NH:11][C:12]3[CH:17]=[CH:16][C:15]([N+:18]([O-:20])=[O:19])=[CH:14][CH:13]=3)=[O:10])=[CH:4][CH:3]=2)(=[O:30])=[O:31])[CH:25]=[CH:26][C:27]=1[Cl:28]. The catalyst class is: 436.